From a dataset of Forward reaction prediction with 1.9M reactions from USPTO patents (1976-2016). Predict the product of the given reaction. (1) Given the reactants Cl.[Cl:2][C:3]1[CH:11]=[C:10]2[C:6]([CH2:7][CH2:8][C@H:9]2[NH2:12])=[C:5]([F:13])[CH:4]=1.[CH:14](=O)[C:15]1[CH:20]=[CH:19][CH:18]=[CH:17][CH:16]=1.[N+:22]([C:25]1[N:33]=[CH:32][CH:31]=[CH:30][C:26]=1[C:27]([OH:29])=O)([O-:24])=[O:23].C1(C2CCC([N+:46]#[C-:47])=CC2)C=CC=CC=1.C[OH:49], predict the reaction product. The product is: [N+:22]([C:25]1[N:33]=[CH:32][CH:31]=[CH:30][C:26]=1[C:27]([N:12]([C@@H:14]([C:47](=[O:49])[NH2:46])[C:15]1[CH:20]=[CH:19][CH:18]=[CH:17][CH:16]=1)[C@H:9]1[C:10]2[C:6](=[C:5]([F:13])[CH:4]=[C:3]([Cl:2])[CH:11]=2)[CH2:7][CH2:8]1)=[O:29])([O-:24])=[O:23]. (2) Given the reactants [CH3:1][C:2]1([CH3:18])[O:7][CH:6]([CH2:8][NH:9][C:10]2[N:15]=[C:14]([OH:16])[CH:13]=[CH:12][C:11]=2[F:17])[CH2:5][O:4][CH2:3]1.C(N(CC)CC)C.[F:26][C:27]([F:40])([F:39])[S:28](O[S:28]([C:27]([F:40])([F:39])[F:26])(=[O:30])=[O:29])(=[O:30])=[O:29], predict the reaction product. The product is: [F:26][C:27]([F:40])([F:39])[S:28]([O:16][C:14]1[CH:13]=[CH:12][C:11]([F:17])=[C:10]([NH:9][CH2:8][CH:6]2[CH2:5][O:4][CH2:3][C:2]([CH3:18])([CH3:1])[O:7]2)[N:15]=1)(=[O:30])=[O:29]. (3) Given the reactants C(OC([N:8]1[CH2:13][CH2:12][CH:11]([S:14]([C:17]2[CH:22]=[CH:21][C:20]([NH:23][C:24]3[N:29]=[CH:28][C:27]([CH:30]=[CH:31][C:32]4[CH:37]=[CH:36][CH:35]=[C:34]([O:38][CH3:39])[CH:33]=4)=[CH:26][N:25]=3)=[CH:19][CH:18]=2)(=[O:16])=[O:15])[CH2:10][CH2:9]1)=O)(C)(C)C.Cl, predict the reaction product. The product is: [CH3:39][O:38][C:34]1[CH:33]=[C:32]([CH:31]=[CH:30][C:27]2[CH:28]=[N:29][C:24]([NH:23][C:20]3[CH:19]=[CH:18][C:17]([S:14]([CH:11]4[CH2:12][CH2:13][NH:8][CH2:9][CH2:10]4)(=[O:16])=[O:15])=[CH:22][CH:21]=3)=[N:25][CH:26]=2)[CH:37]=[CH:36][CH:35]=1. (4) Given the reactants [Br:1][C:2]1[CH:3]=[C:4]2[C:8](=[CH:9][CH:10]=1)[CH:7]([CH3:11])[N:6](C(=O)C(C)(C)C)[CH2:5]2.[OH-].[Na+], predict the reaction product. The product is: [Br:1][C:2]1[CH:3]=[C:4]2[C:8](=[CH:9][CH:10]=1)[CH:7]([CH3:11])[NH:6][CH2:5]2.